Dataset: Catalyst prediction with 721,799 reactions and 888 catalyst types from USPTO. Task: Predict which catalyst facilitates the given reaction. Reactant: [CH3:1][Si:2]([CH3:12])([CH3:11])[C:3]1[CH:4]=[CH:5][C:6]([CH3:10])=[C:7]([OH:9])[CH:8]=1.CC(C)([O-])C.[K+].Br[C:20]1[O:24][C:23]([C:25]([O:27][CH3:28])=[O:26])=[CH:22][CH:21]=1.Cl. Product: [CH3:10][C:6]1[CH:5]=[CH:4][C:3]([Si:2]([CH3:11])([CH3:12])[CH3:1])=[CH:8][C:7]=1[O:9][C:20]1[O:24][C:23]([C:25]([O:27][CH3:28])=[O:26])=[CH:22][CH:21]=1. The catalyst class is: 20.